Dataset: Forward reaction prediction with 1.9M reactions from USPTO patents (1976-2016). Task: Predict the product of the given reaction. (1) Given the reactants [C:1]1([S:7](Cl)(=[O:9])=[O:8])[CH:6]=[CH:5][CH:4]=[CH:3][CH:2]=1.[Br:11][C:12]1[CH:17]=[CH:16][N:15]=[C:14]2[NH:18][C:19]([I:21])=[CH:20][C:13]=12, predict the reaction product. The product is: [Br:11][C:12]1[CH:17]=[CH:16][N:15]=[C:14]2[N:18]([S:7]([C:1]3[CH:6]=[CH:5][CH:4]=[CH:3][CH:2]=3)(=[O:9])=[O:8])[C:19]([I:21])=[CH:20][C:13]=12. (2) Given the reactants [NH2:1][C:2]1[N:7]=[C:6]([O:8]C)[C:5]([C:10]([NH:12][CH2:13][CH:14]2[CH2:19][CH2:18][NH:17][CH2:16][CH2:15]2)=[O:11])=[CH:4][C:3]=1[Cl:20].[CH:21](=O)[C:22]([CH3:25])([CH3:24])[CH3:23].C([BH3-])#N.[Na+].C(O)(=O)C.[OH-].[NH4+], predict the reaction product. The product is: [NH2:1][C:2]1[NH:7][C:6](=[O:8])[C:5]([C:10]([NH:12][CH2:13][CH:14]2[CH2:19][CH2:18][N:17]([CH2:21][C:22]([CH3:25])([CH3:24])[CH3:23])[CH2:16][CH2:15]2)=[O:11])=[CH:4][C:3]=1[Cl:20].